This data is from Oral bioavailability binary classification data from Ma et al.. The task is: Regression/Classification. Given a drug SMILES string, predict its absorption, distribution, metabolism, or excretion properties. Task type varies by dataset: regression for continuous measurements (e.g., permeability, clearance, half-life) or binary classification for categorical outcomes (e.g., BBB penetration, CYP inhibition). Dataset: bioavailability_ma. The drug is CN(c1nccc(=O)[nH]1)C1CCN(c2nc3ccccc3n2Cc2ccc(F)cc2)CC1. The result is 1 (high bioavailability).